Dataset: Peptide-MHC class I binding affinity with 185,985 pairs from IEDB/IMGT. Task: Regression. Given a peptide amino acid sequence and an MHC pseudo amino acid sequence, predict their binding affinity value. This is MHC class I binding data. (1) The MHC is HLA-A11:01 with pseudo-sequence HLA-A11:01. The peptide sequence is IVMRYVLDH. The binding affinity (normalized) is 0.851. (2) The peptide sequence is KLLSTSNVIT. The MHC is HLA-A02:03 with pseudo-sequence HLA-A02:03. The binding affinity (normalized) is 0.250. (3) The peptide sequence is KLEKTKTRL. The MHC is HLA-A02:03 with pseudo-sequence HLA-A02:03. The binding affinity (normalized) is 0.213. (4) The peptide sequence is AIEKDRLDK. The MHC is HLA-A31:01 with pseudo-sequence HLA-A31:01. The binding affinity (normalized) is 0. (5) The peptide sequence is VLGLGLSLK. The MHC is HLA-A68:01 with pseudo-sequence HLA-A68:01. The binding affinity (normalized) is 0.152.